From a dataset of Peptide-MHC class I binding affinity with 185,985 pairs from IEDB/IMGT. Regression. Given a peptide amino acid sequence and an MHC pseudo amino acid sequence, predict their binding affinity value. This is MHC class I binding data. (1) The peptide sequence is SEVCDHRLM. The MHC is HLA-B44:02 with pseudo-sequence HLA-B44:02. The binding affinity (normalized) is 0.699. (2) The peptide sequence is TSLAIKNYY. The MHC is HLA-A03:01 with pseudo-sequence HLA-A03:01. The binding affinity (normalized) is 0.0933. (3) The peptide sequence is LAAPCRNAL. The MHC is HLA-B40:01 with pseudo-sequence HLA-B40:01. The binding affinity (normalized) is 0.0847. (4) The peptide sequence is KMAVEVGSIR. The MHC is HLA-A33:01 with pseudo-sequence HLA-A33:01. The binding affinity (normalized) is 0.119. (5) The peptide sequence is CAGVIEYAK. The MHC is HLA-A11:01 with pseudo-sequence HLA-A11:01. The binding affinity (normalized) is 0.514. (6) The peptide sequence is MAGVEVRYI. The MHC is HLA-A02:03 with pseudo-sequence HLA-A02:03. The binding affinity (normalized) is 0.510. (7) The peptide sequence is YIASIFMPR. The MHC is HLA-B40:01 with pseudo-sequence HLA-B40:01. The binding affinity (normalized) is 0.0847. (8) The peptide sequence is DSSLLNNQFG. The MHC is H-2-Db with pseudo-sequence H-2-Db. The binding affinity (normalized) is 0.235. (9) The peptide sequence is EARVEFGPL. The MHC is HLA-B08:01 with pseudo-sequence HLA-B08:01. The binding affinity (normalized) is 0.522. (10) The peptide sequence is DMDYHKILT. The MHC is HLA-B08:01 with pseudo-sequence HLA-B08:01. The binding affinity (normalized) is 0.